The task is: Predict which catalyst facilitates the given reaction.. This data is from Catalyst prediction with 721,799 reactions and 888 catalyst types from USPTO. Reactant: [CH3:1][Si:2]([CH3:14])([CH3:13])[CH2:3][CH2:4][O:5][CH2:6][N:7]1[CH:11]=[C:10]([OH:12])[CH:9]=[N:8]1.[C:15]([O-])([O-])=O.[Cs+].[Cs+].CI. Product: [CH3:15][O:12][C:10]1[CH:9]=[N:8][N:7]([CH2:6][O:5][CH2:4][CH2:3][Si:2]([CH3:14])([CH3:13])[CH3:1])[CH:11]=1. The catalyst class is: 7.